This data is from Reaction yield outcomes from USPTO patents with 853,638 reactions. The task is: Predict the reaction yield, written as a fraction of the theoretical maximum amount of product (1.0 means a 100% yield; for example, 0.34 means a 34% yield). (1) The reactants are [CH2:1]([O:3][C:4](=[O:23])[CH2:5][N:6]1[C:14]2[C:9](=[CH:10][C:11]([O:15][Si](C(C)(C)C)(C)C)=[CH:12][CH:13]=2)[CH:8]=[CH:7]1)[CH3:2].O.[F-].C([N+](CCCC)(CCCC)CCCC)CCC. The catalyst is C1COCC1.C(OCC)C. The product is [CH2:1]([O:3][C:4](=[O:23])[CH2:5][N:6]1[C:14]2[C:9](=[CH:10][C:11]([OH:15])=[CH:12][CH:13]=2)[CH:8]=[CH:7]1)[CH3:2]. The yield is 0.830. (2) The reactants are C([O:3][C:4]([C:6]1[CH:7]=[CH:8][C:9]2[N:10]([C:12]([S:15][C:16]3[CH:17]=[C:18]4[C:23](=[CH:24][CH:25]=3)[N:22]=[CH:21][C:20]([N:26]3[CH2:31][CH2:30][O:29][CH2:28][CH2:27]3)=[CH:19]4)=[N:13][N:14]=2)[CH:11]=1)=[CH2:5])C.Cl.C([O-])(O)=O.[Na+]. The catalyst is C1COCC1. The product is [O:29]1[CH2:28][CH2:27][N:26]([C:20]2[CH:21]=[N:22][C:23]3[C:18]([CH:19]=2)=[CH:17][C:16]([S:15][C:12]2[N:10]4[CH:11]=[C:6]([C:4](=[O:3])[CH3:5])[CH:7]=[CH:8][C:9]4=[N:14][N:13]=2)=[CH:25][CH:24]=3)[CH2:31][CH2:30]1. The yield is 0.398.